From a dataset of Forward reaction prediction with 1.9M reactions from USPTO patents (1976-2016). Predict the product of the given reaction. (1) Given the reactants [CH:1]([C:3]1[CH:18]=[CH:17][C:6]([O:7][C:8]2[CH:16]=[CH:15][C:11]([C:12]([NH2:14])=[O:13])=[CH:10][N:9]=2)=[CH:5][CH:4]=1)=O.[C:19]1([N:25]2[CH2:30][CH2:29][NH:28][CH2:27][CH2:26]2)[CH:24]=[CH:23][CH:22]=[CH:21][CH:20]=1.[BH4-].[Na+], predict the reaction product. The product is: [C:19]1([N:25]2[CH2:30][CH2:29][N:28]([CH2:1][C:3]3[CH:18]=[CH:17][C:6]([O:7][C:8]4[CH:16]=[CH:15][C:11]([C:12]([NH2:14])=[O:13])=[CH:10][N:9]=4)=[CH:5][CH:4]=3)[CH2:27][CH2:26]2)[CH:24]=[CH:23][CH:22]=[CH:21][CH:20]=1. (2) Given the reactants C([O:4][CH2:5][C:6]([CH3:43])([CH3:42])[CH2:7][N:8]1[C:14]2[CH:15]=[CH:16][C:17]([Cl:19])=[CH:18][C:13]=2[C@@H:12]([C:20]2[CH:25]=[CH:24][CH:23]=[C:22]([O:26][CH3:27])[C:21]=2[O:28][CH3:29])[O:11][C@H:10]([CH2:30][CH2:31][N:32]2[CH:36]=[CH:35][C:34]([C:37]([O:39]C)=[O:38])=[N:33]2)[C:9]1=[O:41])(=O)C.[OH-].[Na+].C(O)C.Cl, predict the reaction product. The product is: [Cl:19][C:17]1[CH:16]=[CH:15][C:14]2[N:8]([CH2:7][C:6]([CH3:42])([CH3:43])[CH2:5][OH:4])[C:9](=[O:41])[C@@H:10]([CH2:30][CH2:31][N:32]3[CH:36]=[CH:35][C:34]([C:37]([OH:39])=[O:38])=[N:33]3)[O:11][C@H:12]([C:20]3[CH:25]=[CH:24][CH:23]=[C:22]([O:26][CH3:27])[C:21]=3[O:28][CH3:29])[C:13]=2[CH:18]=1. (3) Given the reactants Cl.[CH2:2]([O:4][C:5](=[O:9])[CH2:6][CH2:7][NH2:8])[CH3:3].[C:10]1(=O)[CH2:14][CH2:13][CH2:12][CH2:11]1.C([O-])(=O)C.[Na+].C(O[BH-](OC(=O)C)OC(=O)C)(=O)C.[Na+], predict the reaction product. The product is: [CH2:2]([O:4][C:5](=[O:9])[CH2:6][CH2:7][NH:8][CH:10]1[CH2:14][CH2:13][CH2:12][CH2:11]1)[CH3:3]. (4) Given the reactants C([O:5][C:6](=[O:29])[CH2:7][N:8]1[C:16]2[C:11](=[CH:12][CH:13]=[CH:14][CH:15]=2)[C:10]([CH:17]2[C:21]3[CH:22]=[CH:23][CH:24]=[CH:25][C:20]=3[S:19](=[O:27])(=[O:26])[NH:18]2)=[C:9]1[CH3:28])(C)(C)C.Br[CH2:31][C:32]([O:34][CH2:35][CH3:36])=[O:33], predict the reaction product. The product is: [CH2:35]([O:34][C:32]([CH2:31][N:18]1[CH:17]([C:10]2[C:11]3[C:16](=[CH:15][CH:14]=[CH:13][CH:12]=3)[N:8]([CH2:7][C:6]([OH:29])=[O:5])[C:9]=2[CH3:28])[C:21]2[CH:22]=[CH:23][CH:24]=[CH:25][C:20]=2[S:19]1(=[O:27])=[O:26])=[O:33])[CH3:36]. (5) Given the reactants [Br:1][C:2]1[CH:14]=[CH:13][C:5]2[O:6][C:7]([CH3:12])([CH3:11])[C:8](=O)[NH:9][C:4]=2[CH:3]=1, predict the reaction product. The product is: [Br:1][C:2]1[CH:14]=[CH:13][C:5]2[O:6][C:7]([CH3:11])([CH3:12])[CH2:8][NH:9][C:4]=2[CH:3]=1. (6) The product is: [F:1][C:2]1[N:3]=[CH:4][CH:5]=[C:6]([I:10])[C:7]=1[C:8]([OH:17])=[O:9]. Given the reactants [F:1][C:2]1[C:7]([CH:8]=[O:9])=[C:6]([I:10])[CH:5]=[CH:4][N:3]=1.CC(=CC)C.P([O-])([O-])([O-])=[O:17].[Na+].[Na+].[Na+].Cl([O-])=O.[Na+].Cl, predict the reaction product. (7) Given the reactants C1(P(C2C=CC=CC=2)C2C=CC=CC=2)C=CC=CC=1.[O:20]1[CH:24]=[CH:23][C:22](B(O)O)=[CH:21]1.C([O-])([O-])=O.[K+].[K+].I[C:35]1[CH:36]=[C:37]([CH:59]=[CH:60][CH:61]=1)[CH:38]=[C:39]1[CH2:44][CH2:43][N:42]([CH2:45][CH2:46][O:47][C:48]2[CH:57]=[CH:56][CH:55]=[C:54]3[C:49]=2[CH:50]=[CH:51][C:52]([CH3:58])=[N:53]3)[CH2:41][CH2:40]1, predict the reaction product. The product is: [O:20]1[CH:24]=[CH:23][C:22]([C:35]2[CH:36]=[C:37]([CH:59]=[CH:60][CH:61]=2)[CH:38]=[C:39]2[CH2:44][CH2:43][N:42]([CH2:45][CH2:46][O:47][C:48]3[CH:57]=[CH:56][CH:55]=[C:54]4[C:49]=3[CH:50]=[CH:51][C:52]([CH3:58])=[N:53]4)[CH2:41][CH2:40]2)=[CH:21]1.